Dataset: Cav3 T-type calcium channel HTS with 100,875 compounds. Task: Binary Classification. Given a drug SMILES string, predict its activity (active/inactive) in a high-throughput screening assay against a specified biological target. (1) The compound is S1c2c(N(CCCN(C)C)c3c1cccc3)cccc2. The result is 0 (inactive). (2) The compound is Clc1cc(N(S(=O)(=O)C)CC(=O)NC2CCCCC2)ccc1. The result is 0 (inactive). (3) The compound is S(c1ncnc2n(ncc12)c1ccc(OC)cc1)CC(=O)NCC(OCC)=O. The result is 0 (inactive). (4) The compound is O=C(Nc1cc2OCOc2cc1)C1CCN(CC1)Cc1c(n(nc1)c1ccccc1)n1cccc1. The result is 1 (active). (5) The compound is S(=O)(=O)(N1CCOCC1)c1cc(n2c(ccc2C)C)c(N2CCCC2)cc1. The result is 0 (inactive). (6) The drug is o1c2c(nc1c1ccc(NC(=O)CNCCCC)cc1)cc(NC(=O)CNCCCC)cc2. The result is 0 (inactive). (7) The compound is Cl\C(=C/Cn1c2c(n(c(=O)[nH]c2=O)C)nc1SCC=C)C. The result is 0 (inactive). (8) The drug is S1C2(C3(N(CC2c2ccccc2)C)c2c(N(C3=O)C)cccc2)C(=O)N(C1=S)Cc1occc1. The result is 0 (inactive). (9) The compound is Clc1c(CSc2n(c(=O)cc(n2)C(F)(F)F)C)c(Cl)ccc1. The result is 0 (inactive). (10) The drug is S(Cc1cc2nonc2cc1)c1nc(cc(n1)C)C. The result is 0 (inactive).